Dataset: Reaction yield outcomes from USPTO patents with 853,638 reactions. Task: Predict the reaction yield, written as a fraction of the theoretical maximum amount of product (1.0 means a 100% yield; for example, 0.34 means a 34% yield). (1) The reactants are [C:1]([NH:4][C:5]1[S:9][C:8]2[C:10]([O:15][CH2:16][CH2:17][N:18]([CH2:21][CH3:22])[CH2:19][CH3:20])=[C:11](Br)[CH:12]=[CH:13][C:7]=2[C:6]=1[C:23]([O:25][CH2:26][CH3:27])=[O:24])(=[O:3])[CH3:2].[CH3:28][N:29]([CH3:39])[C:30]1[CH:35]=[CH:34][C:33](B(O)O)=[CH:32][CH:31]=1.P([O-])([O-])([O-])=O.[K+].[K+].[K+]. The catalyst is C(#N)C.O. The product is [C:1]([NH:4][C:5]1[S:9][C:8]2[C:10]([O:15][CH2:16][CH2:17][N:18]([CH2:21][CH3:22])[CH2:19][CH3:20])=[C:11]([C:33]3[CH:34]=[CH:35][C:30]([N:29]([CH3:39])[CH3:28])=[CH:31][CH:32]=3)[CH:12]=[CH:13][C:7]=2[C:6]=1[C:23]([O:25][CH2:26][CH3:27])=[O:24])(=[O:3])[CH3:2]. The yield is 0.570. (2) The reactants are [F:1][C:2]1[CH:3]=[C:4]([C:8]2[CH:16]=[CH:15][CH:14]=[C:13]3[C:9]=2[CH:10]=[CH:11][NH:12]3)[CH:5]=[CH:6][CH:7]=1.[Br-].[Br-].[Br-].[NH+]1C=CC=CC=1.[NH+]1C=CC=CC=1.[NH+]1C=CC=CC=1.C(O)(=[O:40])C. The catalyst is CC(O)(C)C.C(O)C.C(O)(=O)C.[Zn]. The product is [F:1][C:2]1[CH:3]=[C:4]([C:8]2[CH:16]=[CH:15][CH:14]=[C:13]3[C:9]=2[CH2:10][C:11](=[O:40])[NH:12]3)[CH:5]=[CH:6][CH:7]=1. The yield is 0.890. (3) The reactants are O[CH2:2][C:3]1[N:7]([CH2:8][C:9]([O:11][CH2:12][CH3:13])=[O:10])[N:6]=[C:5]([N+:14]([O-:16])=[O:15])[CH:4]=1.O=S(Cl)[Cl:19]. The catalyst is C(Cl)(Cl)Cl. The product is [Cl:19][CH2:2][C:3]1[N:7]([CH2:8][C:9]([O:11][CH2:12][CH3:13])=[O:10])[N:6]=[C:5]([N+:14]([O-:16])=[O:15])[CH:4]=1. The yield is 0.680.